This data is from Reaction yield outcomes from USPTO patents with 853,638 reactions. The task is: Predict the reaction yield, written as a fraction of the theoretical maximum amount of product (1.0 means a 100% yield; for example, 0.34 means a 34% yield). The reactants are [NH2:1][C@H:2]1[CH2:7][CH2:6][C@H:5]([OH:8])[CH2:4][CH2:3]1.[C:9]([C:11]1[CH:16]=[CH:15][N:14]2[N:17]=[CH:18][C:19]([C:20]3[N:25]=[C:24](N[C@@H]4CCCN(C(OC(C)(C)C)=O)C4)[CH:23]=[CH:22][N:21]=3)=[C:13]2[CH:12]=1)#[N:10]. The catalyst is CN(C=O)C. The product is [OH:8][C@H:5]1[CH2:6][CH2:7][C@H:2]([NH:1][C:22]2[CH:23]=[CH:24][N:25]=[C:20]([C:19]3[CH:18]=[N:17][N:14]4[CH:15]=[CH:16][C:11]([C:9]#[N:10])=[CH:12][C:13]=34)[N:21]=2)[CH2:3][CH2:4]1. The yield is 0.670.